Dataset: Antibody developability classification from SAbDab with 2,409 antibodies. Task: Regression/Classification. Given an antibody's heavy chain and light chain sequences, predict its developability. TAP uses regression for 5 developability metrics; SAbDab uses binary classification. Result: 0 (not developable). The antibody is ['EVQLQQSGAELVRPGASVKLSCTASGFNIKDDFMHWVKQRPEQGLEWIGRIDPANDNTKYAPKFQDKATIIADTSSNTAYLQLSSLTSEDTAVYYCARREVYSYYSPLDVWGAGTTVTVPS', 'DIVMTQSPSSLTVTAGEKVTMSCKSSQSLLNSGNQKNYLTWYQQKPGQPPKLLIYWASTRESGVPDRFTGSGSGTDFTLTISSVQAEDLAVYYCQNDYSYPLTFGAGTKLE'].